Task: Predict the reaction yield, written as a fraction of the theoretical maximum amount of product (1.0 means a 100% yield; for example, 0.34 means a 34% yield).. Dataset: Reaction yield outcomes from USPTO patents with 853,638 reactions The reactants are [CH2:1]([O:8][C:9]1[C:17]([F:18])=[CH:16][C:15](Br)=[C:14]2[C:10]=1[C:11]([C:20](=O)[C:21](OC)=[O:22])=[CH:12][NH:13]2)[C:2]1[CH:7]=[CH:6][CH:5]=[CH:4][CH:3]=1.[H-].[H-].[H-].[H-].[Li+].[Al+3]. The catalyst is O1CCOCC1. The product is [CH2:1]([O:8][C:9]1[C:17]([F:18])=[CH:16][CH:15]=[C:14]2[C:10]=1[C:11]([CH2:20][CH2:21][OH:22])=[CH:12][NH:13]2)[C:2]1[CH:3]=[CH:4][CH:5]=[CH:6][CH:7]=1. The yield is 0.560.